Dataset: NCI-60 drug combinations with 297,098 pairs across 59 cell lines. Task: Regression. Given two drug SMILES strings and cell line genomic features, predict the synergy score measuring deviation from expected non-interaction effect. (1) Drug 1: CCCS(=O)(=O)NC1=C(C(=C(C=C1)F)C(=O)C2=CNC3=C2C=C(C=N3)C4=CC=C(C=C4)Cl)F. Synergy scores: CSS=1.10, Synergy_ZIP=3.48, Synergy_Bliss=8.49, Synergy_Loewe=2.60, Synergy_HSA=1.86. Cell line: HS 578T. Drug 2: CCC(=C(C1=CC=CC=C1)C2=CC=C(C=C2)OCCN(C)C)C3=CC=CC=C3.C(C(=O)O)C(CC(=O)O)(C(=O)O)O. (2) Drug 1: CC(CN1CC(=O)NC(=O)C1)N2CC(=O)NC(=O)C2. Drug 2: CN(CCCl)CCCl.Cl. Cell line: EKVX. Synergy scores: CSS=10.6, Synergy_ZIP=-3.29, Synergy_Bliss=-1.22, Synergy_Loewe=-1.17, Synergy_HSA=-0.262. (3) Drug 1: CC1=CC=C(C=C1)C2=CC(=NN2C3=CC=C(C=C3)S(=O)(=O)N)C(F)(F)F. Drug 2: CNC(=O)C1=NC=CC(=C1)OC2=CC=C(C=C2)NC(=O)NC3=CC(=C(C=C3)Cl)C(F)(F)F. Cell line: BT-549. Synergy scores: CSS=0.205, Synergy_ZIP=0.789, Synergy_Bliss=-0.774, Synergy_Loewe=-1.20, Synergy_HSA=-4.37. (4) Drug 1: C1C(C(OC1N2C=C(C(=O)NC2=O)F)CO)O. Drug 2: CC1=C(N=C(N=C1N)C(CC(=O)N)NCC(C(=O)N)N)C(=O)NC(C(C2=CN=CN2)OC3C(C(C(C(O3)CO)O)O)OC4C(C(C(C(O4)CO)O)OC(=O)N)O)C(=O)NC(C)C(C(C)C(=O)NC(C(C)O)C(=O)NCCC5=NC(=CS5)C6=NC(=CS6)C(=O)NCCC[S+](C)C)O. Cell line: NCI-H522. Synergy scores: CSS=18.4, Synergy_ZIP=-1.69, Synergy_Bliss=-1.76, Synergy_Loewe=-1.90, Synergy_HSA=-0.257.